This data is from Catalyst prediction with 721,799 reactions and 888 catalyst types from USPTO. The task is: Predict which catalyst facilitates the given reaction. (1) Reactant: [C:9](O[C:9]([O:11][C:12]([CH3:15])([CH3:14])[CH3:13])=[O:10])([O:11][C:12]([CH3:15])([CH3:14])[CH3:13])=[O:10].C(=O)(O)[O-].[Na+].Cl.[NH2:22][C@@H:23]([CH2:27][CH:28]([S:33][S:34][C:35]([CH3:38])([CH3:37])[CH3:36])[CH2:29][N:30]=[N+:31]=[N-:32])[C:24]([OH:26])=[O:25].O. Product: [N:30]([CH2:29][CH:28]([S:33][S:34][C:35]([CH3:38])([CH3:37])[CH3:36])[CH2:27][C@H:23]([NH:22][C:9]([O:11][C:12]([CH3:13])([CH3:14])[CH3:15])=[O:10])[C:24]([OH:26])=[O:25])=[N+:31]=[N-:32]. The catalyst class is: 12. (2) Reactant: C([O:3][C:4](=O)[CH2:5][C:6]1([CH2:20][CH3:21])[C:11]2[NH:12][C:13]3[C:18]([C:10]=2[CH2:9][CH2:8][O:7]1)=[CH:17][CH:16]=[CH:15][C:14]=3[Br:19])C.[BH4-].[Li+]. Product: [Br:19][C:14]1[CH:15]=[CH:16][CH:17]=[C:18]2[C:13]=1[NH:12][C:11]1[C:6]([CH2:5][CH2:4][OH:3])([CH2:20][CH3:21])[O:7][CH2:8][CH2:9][C:10]2=1. The catalyst class is: 7. (3) Reactant: [C:1]1([CH3:8])[C:6]([OH:7])=[CH:5][CH:4]=[CH:3][CH:2]=1.C(N(CC)CC)C.Cl[Sn](Cl)(Cl)Cl.[CH2:21]=[O:22]. Product: [OH:22][C:21]1[C:1]([CH3:8])=[CH:2][CH:3]=[CH:4][C:5]=1[CH:6]=[O:7]. The catalyst class is: 11.